From a dataset of Full USPTO retrosynthesis dataset with 1.9M reactions from patents (1976-2016). Predict the reactants needed to synthesize the given product. (1) Given the product [CH2:1]([C:5]1[O:6][C:7]2[CH:26]=[CH:25][CH:24]=[CH:23][C:8]=2[C:9]=1[C:10]([C:12]1[CH:17]=[CH:16][C:15]([O:18][CH2:36][CH2:37][N:38]([CH2:41][CH3:42])[CH2:39][CH3:40])=[C:14]([C:19]([F:22])([F:20])[F:21])[CH:13]=1)=[O:11])[CH2:2][CH2:3][CH3:4], predict the reactants needed to synthesize it. The reactants are: [CH2:1]([C:5]1[O:6][C:7]2[CH:26]=[CH:25][CH:24]=[CH:23][C:8]=2[C:9]=1[C:10]([C:12]1[CH:17]=[CH:16][C:15]([OH:18])=[C:14]([C:19]([F:22])([F:21])[F:20])[CH:13]=1)=[O:11])[CH2:2][CH2:3][CH3:4].[Na+].[I-].C([O-])([O-])=O.[K+].[K+].Cl[CH2:36][CH2:37][N:38]([CH2:41][CH3:42])[CH2:39][CH3:40]. (2) Given the product [C:12]([NH:11][C:3]1[CH:4]=[CH:5][C:6]([N+:8]([O-:10])=[O:9])=[CH:7][C:2]=1[C:17]#[C:16][Si:18]([CH3:21])([CH3:20])[CH3:19])([CH3:15])([CH3:14])[CH3:13], predict the reactants needed to synthesize it. The reactants are: Br[C:2]1[CH:7]=[C:6]([N+:8]([O-:10])=[O:9])[CH:5]=[CH:4][C:3]=1[NH:11][C:12]([CH3:15])([CH3:14])[CH3:13].[C:16]([Si:18]([CH3:21])([CH3:20])[CH3:19])#[CH:17]. (3) Given the product [CH:32]1([CH2:35][CH2:36][O:37][C:38]2[N:46]=[C:45]3[C:41]([N:42]=[C:43]([O:47][CH3:48])[N:44]3[CH2:51][CH2:52][CH:53]3[CH2:58][CH2:57][O:56][CH2:55][CH2:54]3)=[C:40]([NH2:49])[N:39]=2)[CH2:34][CH2:33]1, predict the reactants needed to synthesize it. The reactants are: C(NC1N=C2C(N=C(OC)N2CC[C@@H]2CCOC2)=C(N)N=1)CCC.FC(F)(F)C(O)=O.[CH:32]1([CH2:35][CH2:36][O:37][C:38]2[NH:39][C:40]([NH2:49])=[C:41]3[C:45]([N:46]=2)=[N:44][C:43]([O:47][CH3:48])=[N:42]3)[CH2:34][CH2:33]1.Br[CH2:51][CH2:52][CH:53]1[CH2:58][CH2:57][O:56][CH2:55][CH2:54]1. (4) The reactants are: [CH2:1]([O:8][C@H:9]1[C@H:14]([O:15][CH2:16][C:17]2[CH:22]=[CH:21][CH:20]=[CH:19][CH:18]=2)[C@@H:13]([CH2:23][O:24][CH2:25][C:26]2[CH:31]=[CH:30][CH:29]=[CH:28][CH:27]=2)[O:12][C@H:11]([CH2:32][P:33](=[O:40])([O:37][CH2:38][CH3:39])[O:34][CH2:35][CH3:36])[C:10]1=[N:41][OH:42])[C:2]1[CH:7]=[CH:6][CH:5]=[CH:4][CH:3]=1.N1C=CC=CC=1.[CH3:49][C:50](OC(C)=O)=[O:51]. Given the product [C:50]([O:42][N:41]=[C:10]1[C@@H:9]([O:8][CH2:1][C:2]2[CH:3]=[CH:4][CH:5]=[CH:6][CH:7]=2)[C@H:14]([O:15][CH2:16][C:17]2[CH:18]=[CH:19][CH:20]=[CH:21][CH:22]=2)[C@@H:13]([CH2:23][O:24][CH2:25][C:26]2[CH:27]=[CH:28][CH:29]=[CH:30][CH:31]=2)[O:12][C@@H:11]1[CH2:32][P:33](=[O:40])([O:34][CH2:35][CH3:36])[O:37][CH2:38][CH3:39])(=[O:51])[CH3:49], predict the reactants needed to synthesize it.